This data is from Catalyst prediction with 721,799 reactions and 888 catalyst types from USPTO. The task is: Predict which catalyst facilitates the given reaction. (1) Reactant: [C:1]([N:4]1[C:13]2[C:8](=[CH:9][C:10]([CH:14]3[CH2:19][CH2:18][N:17]([C:20]([O:22][C:23]([CH3:26])([CH3:25])[CH3:24])=[O:21])[CH2:16][CH2:15]3)=[CH:11][CH:12]=2)[C@H:7]([NH2:27])[C@@H:6]([CH3:28])[C@@H:5]1[CH3:29])(=[O:3])[CH3:2].C(N1[C:42]2[C:37](=[CH:38][C:39](C3CCN(C(OC(C)(C)C)=O)CC3)=[CH:40][CH:41]=2)[C@H:36]([NH:56]C2C=NC(C)=CN=2)[C@@H](C)[C@@H]1C)(=O)C.CN(C1C(C2C(P(C3CCCCC3)C3CCCCC3)=CC=CC=2)=CC=CC=1)C.BrC1C=CC(C#N)=CC=1.CC(C)([O-])C.[Na+]. Product: [C:1]([N:4]1[C:13]2[C:8](=[CH:9][C:10]([CH:14]3[CH2:15][CH2:16][N:17]([C:20]([O:22][C:23]([CH3:26])([CH3:25])[CH3:24])=[O:21])[CH2:18][CH2:19]3)=[CH:11][CH:12]=2)[C@H:7]([NH:27][C:40]2[CH:41]=[CH:42][C:37]([C:36]#[N:56])=[CH:38][CH:39]=2)[C@@H:6]([CH3:28])[C@@H:5]1[CH3:29])(=[O:3])[CH3:2]. The catalyst class is: 62. (2) Reactant: [C:1](=[O:61])([O:3][C@@H:4]([C@@H:55]([CH3:60])/[CH:56]=[CH:57]\[CH:58]=[CH2:59])[C@@H:5]([CH3:54])[C@H:6]([O:44]CC1C=CC(OC)=CC=1)[CH2:7][CH2:8]/[CH:9]=[CH:10]\[C@H:11]([CH3:43])[C@H:12]([O:33]CC1C=CC(OC)=CC=1)[C@@H:13]([CH3:32])/[CH:14]=[CH:15]\[CH2:16][CH2:17][C@H:18]1[C@H:23]([CH3:24])[C@H:22]([O:25][CH2:26][O:27][CH3:28])[C@@H:21]([CH3:29])[C@H:20]([O:30][CH3:31])[O:19]1)[NH2:2].C(=O)(O[C@@H]([C@@H](C)/C=C\C=C)[C@@H](C)[C@H](O)CC/C=C\[C@H](C)[C@H](O)[C@@H](C)/C=C\CC[C@H]1[C@@H](C)[C@H](O)[C@@H](C)C(=O)O1)N. Product: [C:1](=[O:61])([O:3][C@@H:4]([C@@H:55]([CH3:60])/[CH:56]=[CH:57]\[CH:58]=[CH2:59])[C@@H:5]([CH3:54])[C@H:6]([OH:44])[CH2:7][CH2:8]/[CH:9]=[CH:10]\[C@H:11]([CH3:43])[C@H:12]([OH:33])[C@@H:13]([CH3:32])/[CH:14]=[CH:15]\[CH2:16][CH2:17][C@H:18]1[C@H:23]([CH3:24])[C@H:22]([O:25][CH2:26][O:27][CH3:28])[C@@H:21]([CH3:29])[C@H:20]([O:30][CH3:31])[O:19]1)[NH2:2]. The catalyst class is: 521. (3) Reactant: C([O:5][C:6]([C:8]1[N:12]=[C:11]([CH2:13][C:14]2[CH:19]=[CH:18][CH:17]=[CH:16][CH:15]=2)[N:10]([CH3:20])[N:9]=1)=[O:7])CCC.[OH-].[Na+].Cl. Product: [CH2:13]([C:11]1[N:10]([CH3:20])[N:9]=[C:8]([C:6]([OH:7])=[O:5])[N:12]=1)[C:14]1[CH:19]=[CH:18][CH:17]=[CH:16][CH:15]=1. The catalyst class is: 8. (4) Reactant: [C:1]([O:5][C:6]([NH:8][C:9]1[CH:14]=[CH:13][C:12]([CH2:15][CH2:16][C:17](O)=[O:18])=[CH:11][CH:10]=1)=[O:7])([CH3:4])([CH3:3])[CH3:2]. Product: [OH:18][CH2:17][CH2:16][CH2:15][C:12]1[CH:13]=[CH:14][C:9]([NH:8][C:6](=[O:7])[O:5][C:1]([CH3:3])([CH3:2])[CH3:4])=[CH:10][CH:11]=1. The catalyst class is: 1. (5) Reactant: [Li+].CC([N-]C(C)C)C.CN1C(=O)N(C)CCC1.[CH:18]([Si:21]([CH:38]([CH3:40])[CH3:39])([CH:35]([CH3:37])[CH3:36])[O:22][CH:23]1[C:29]2=[N:30][CH:31]=[CH:32][CH:33]=[C:28]2[CH2:27][C:26](=[O:34])[CH2:25][CH2:24]1)([CH3:20])[CH3:19].[F:41][C:42]([F:61])([F:60])[S:43](N(C1C=CC=CC=1)[S:43]([C:42]([F:61])([F:60])[F:41])(=[O:45])=[O:44])(=[O:45])=[O:44]. Product: [F:41][C:42]([F:61])([F:60])[S:43]([O:34][C:26]1=[CH:27][C:28]2[C:29]([CH:23]([O:22][Si:21]([CH:18]([CH3:20])[CH3:19])([CH:35]([CH3:37])[CH3:36])[CH:38]([CH3:40])[CH3:39])[CH2:24][CH2:25]1)=[N:30][CH:31]=[CH:32][CH:33]=2)(=[O:45])=[O:44]. The catalyst class is: 1. (6) Reactant: [Cl:1][C:2]1[CH:3]=[C:4]([NH:19][C:20]2[C:21]3[N:28]([CH2:29][CH2:30][NH:31]C(=O)OC(C)(C)C)[CH:27]=[CH:26][C:22]=3[N:23]=[CH:24][N:25]=2)[CH:5]=[CH:6][C:7]=1[O:8][C:9]1[CH:17]=[CH:16][C:15]([Cl:18])=[C:14]2[C:10]=1[CH:11]=[N:12][NH:13]2.[ClH:39]. Product: [ClH:1].[ClH:39].[NH2:31][CH2:30][CH2:29][N:28]1[C:21]2[C:20]([NH:19][C:4]3[CH:5]=[CH:6][C:7]([O:8][C:9]4[CH:17]=[CH:16][C:15]([Cl:18])=[C:14]5[C:10]=4[CH:11]=[N:12][NH:13]5)=[C:2]([Cl:1])[CH:3]=3)=[N:25][CH:24]=[N:23][C:22]=2[CH:26]=[CH:27]1. The catalyst class is: 8. (7) Reactant: C(=O)(OC)[O:2][C:3]1[CH:8]=[C:7]([N+:9]([O-:11])=[O:10])[C:6](Br)=[CH:5][C:4]=1[CH:13]1[CH2:17][CH2:16][CH2:15][CH2:14]1.[CH3:21][N:22](C=O)C. Product: [CH:13]1([C:4]2[C:3]([OH:2])=[CH:8][C:7]([N+:9]([O-:11])=[O:10])=[C:6]([CH:5]=2)[C:21]#[N:22])[CH2:17][CH2:16][CH2:15][CH2:14]1. The catalyst class is: 267.